Dataset: HIV replication inhibition screening data with 41,000+ compounds from the AIDS Antiviral Screen. Task: Binary Classification. Given a drug SMILES string, predict its activity (active/inactive) in a high-throughput screening assay against a specified biological target. (1) The molecule is CCc1ccc2oc(-c3cc(O)c(-c4nc5cc(CC)ccc5o4)cc3O)nc2c1. The result is 0 (inactive). (2) The compound is CCN(CC)CCC(=O)N1CC(=Cc2ccccc2)C(=O)C(=Cc2ccccc2)C1.Cl. The result is 0 (inactive). (3) The molecule is CCCNC(=S)NN=Cc1cccc(C)n1. The result is 0 (inactive). (4) The molecule is O=[N+]([O-])c1cccc(C2=NN(c3ccccc3)C3c4ccccc4OCC23)c1. The result is 0 (inactive). (5) The compound is Cn1c(=O)c2sc3c4sc5c(=O)n(C)c6ccccc6c5c4sc3c2c2ccccc21. The result is 0 (inactive). (6) The compound is CC1(C)c2ccccc2-c2nc3ccccc3cc2C1N1CCOCC1. The result is 0 (inactive). (7) The compound is CC1(Cl)C(=O)NN=C1c1ccc([N+](=O)[O-])cc1. The result is 0 (inactive). (8) The molecule is Cc1cccc(C(C)(C)C)c1NC(=O)CCc1n[nH]c(=S)o1. The result is 0 (inactive). (9) The molecule is CN(N=Cc1ccnc2ccccc12)c1ccccc1. The result is 0 (inactive).